This data is from Reaction yield outcomes from USPTO patents with 853,638 reactions. The task is: Predict the reaction yield, written as a fraction of the theoretical maximum amount of product (1.0 means a 100% yield; for example, 0.34 means a 34% yield). (1) The catalyst is C(O)C.N1CCCCC1. The yield is 0.350. The product is [N:18]1([CH2:23][CH2:24][NH:25][C:26]([C:28]2[C:32]([CH3:33])=[C:31]([CH:34]=[C:10]3[C:9]4[C:13](=[CH:14][CH:15]=[CH:16][C:8]=4[C:4]4[CH:5]=[CH:6][CH:7]=[C:2]([Br:1])[CH:3]=4)[NH:12][C:11]3=[O:17])[NH:30][C:29]=2[CH3:36])=[O:27])[CH:22]=[CH:21][N:20]=[N:19]1. The reactants are [Br:1][C:2]1[CH:3]=[C:4]([C:8]2[CH:16]=[CH:15][CH:14]=[C:13]3[C:9]=2[CH2:10][C:11](=[O:17])[NH:12]3)[CH:5]=[CH:6][CH:7]=1.[N:18]1([CH2:23][CH2:24][NH:25][C:26]([C:28]2[C:32]([CH3:33])=[C:31]([CH:34]=O)[NH:30][C:29]=2[CH3:36])=[O:27])[CH:22]=[CH:21][N:20]=[N:19]1. (2) The catalyst is CN(C=O)C.O. The reactants are [CH2:1]([O:3][C:4]1[CH:5]=[C:6]([C:10]2[C:15]3[CH:16]=[C:17]([C:19]([O:21][CH3:22])=[O:20])[NH:18][C:14]=3[CH:13]=[CH:12][N:11]=2)[CH:7]=[CH:8][CH:9]=1)[CH3:2].[H-].[Na+].[Br:25][CH2:26][CH2:27]Br. The yield is 0.430. The product is [Br:25][CH2:26][CH2:27][N:18]1[C:14]2[CH:13]=[CH:12][N:11]=[C:10]([C:6]3[CH:7]=[CH:8][CH:9]=[C:4]([O:3][CH2:1][CH3:2])[CH:5]=3)[C:15]=2[CH:16]=[C:17]1[C:19]([O:21][CH3:22])=[O:20]. (3) The reactants are [Br:1][C:2]1[CH:19]=[CH:18][C:5]2[C:6]3[N:7]([CH:11]=[C:12]([C:14]([O:16]C)=[O:15])[N:13]=3)[CH2:8][CH2:9][O:10][C:4]=2[CH:3]=1.[Li+].[OH-]. The catalyst is C1COCC1.O. The product is [Br:1][C:2]1[CH:19]=[CH:18][C:5]2[C:6]3[N:7]([CH:11]=[C:12]([C:14]([OH:16])=[O:15])[N:13]=3)[CH2:8][CH2:9][O:10][C:4]=2[CH:3]=1. The yield is 0.905.